This data is from Reaction yield outcomes from USPTO patents with 853,638 reactions. The task is: Predict the reaction yield, written as a fraction of the theoretical maximum amount of product (1.0 means a 100% yield; for example, 0.34 means a 34% yield). (1) The reactants are CO[C:3](=O)[C:4]1C=CC(CBr)=CC=1.[CH3:13][O:14][C:15](=[O:49])[C:16]1[CH:21]=[CH:20][C:19]([CH2:22][N:23]2[CH:27]=[C:26]([C:28]3[CH:33]=[CH:32][C:31]([Cl:34])=[CH:30][C:29]=3[Cl:35])[N:25]=[C:24]2[C:36]2[CH:41]=[CH:40][C:39]([C:42]3[CH:47]=[CH:46][C:45]([OH:48])=[CH:44][CH:43]=3)=[CH:38][CH:37]=2)=[CH:18][CH:17]=1.BrCC. No catalyst specified. The product is [CH3:13][O:14][C:15](=[O:49])[C:16]1[CH:21]=[CH:20][C:19]([CH2:22][N:23]2[CH:27]=[C:26]([C:28]3[CH:33]=[CH:32][C:31]([Cl:34])=[CH:30][C:29]=3[Cl:35])[N:25]=[C:24]2[C:36]2[CH:41]=[CH:40][C:39]([C:42]3[CH:43]=[CH:44][C:45]([O:48][CH2:3][CH3:4])=[CH:46][CH:47]=3)=[CH:38][CH:37]=2)=[CH:18][CH:17]=1. The yield is 0.680. (2) The reactants are [N+:1]1([O-:10])[CH:6]=[C:5]([CH3:7])[CH:4]=[C:3]([CH3:8])[C:2]=1[CH3:9].[N+:11]([O-])([OH:13])=[O:12].C(Cl)(Cl)Cl. The catalyst is OS(O)(=O)=O. The product is [CH3:9][C:2]1[C:3]([CH3:8])=[C:4]([N+:11]([O-:13])=[O:12])[C:5]([CH3:7])=[CH:6][N+:1]=1[O-:10]. The yield is 0.970. (3) The reactants are [C:1]([C:5]1[CH:6]=[CH:7][C:8]2[O:13][CH2:12][C:11](=[O:14])[NH:10][C:9]=2[CH:15]=1)([CH3:4])([CH3:3])[CH3:2].C([O-])([O-])=O.[Cs+].[Cs+].[Cl:22][CH2:23][CH2:24][CH2:25]I. The catalyst is CCCCCCC.CCOC(C)=O. The product is [C:1]([C:5]1[CH:6]=[CH:7][C:8]2[O:13][CH2:12][C:11](=[O:14])[N:10]([CH2:25][CH2:24][CH2:23][Cl:22])[C:9]=2[CH:15]=1)([CH3:4])([CH3:2])[CH3:3]. The yield is 0.490. (4) The reactants are Cl[C:2]1[N:11]=[C:10]([N:12]([C:14]2[CH:19]=[CH:18][C:17]([O:20][CH3:21])=[CH:16][CH:15]=2)[CH3:13])[C:9]2[C:4](=[CH:5][CH:6]=[C:7]([CH3:22])[CH:8]=2)[N:3]=1.[CH3:23][NH:24][CH3:25]. The catalyst is CC(O)C. The product is [CH3:21][O:20][C:17]1[CH:18]=[CH:19][C:14]([N:12]([CH3:13])[C:10]2[C:9]3[C:4](=[CH:5][CH:6]=[C:7]([CH3:22])[CH:8]=3)[N:3]=[C:2]([N:24]([CH3:25])[CH3:23])[N:11]=2)=[CH:15][CH:16]=1. The yield is 0.260. (5) The reactants are [CH3:1][O:2][C:3]([C:5]1[C:6]2[CH:7](O)[C:8]([CH3:24])([CH3:23])[CH:9]([C:16]3[CH:21]=[CH:20][CH:19]=[C:18]([Br:22])[CH:17]=3)[NH:10][C:11]=2[CH:12]=[CH:13][C:14]=1[Cl:15])=[O:4].C([SiH](CC)CC)C. The catalyst is FC(F)(F)C(O)=O. The product is [CH3:1][O:2][C:3]([C:5]1[C:6]2[CH2:7][C:8]([CH3:24])([CH3:23])[CH:9]([C:16]3[CH:21]=[CH:20][CH:19]=[C:18]([Br:22])[CH:17]=3)[NH:10][C:11]=2[CH:12]=[CH:13][C:14]=1[Cl:15])=[O:4]. The yield is 0.326. (6) The reactants are C(O)(C(F)(F)F)=O.[NH2:8][CH2:9][C:10]([OH:12])=[O:11].[CH3:13][CH2:14][C:15]1[C:24]2[CH2:25][N:26]3[C:31](=[O:32])[C:30]4[CH2:33][O:34][C:35]([C@:37]([OH:40])([CH2:38][CH3:39])[C:29]=4[CH:28]=[C:27]3[C:23]=2[N:22]=[C:21]2[C:16]=1[CH:17]=[C:18]([OH:41])[CH:19]=[CH:20]2)=[O:36].ON1C(=O)CCC1=O.C(N=C=NCCCN(C)C)C. The catalyst is CN(C)C=O. The product is [NH2:8][CH2:9][C:10]([OH:12])=[O:11].[CH3:13][CH2:14][C:15]1[C:24]2[CH2:25][N:26]3[C:31](=[O:32])[C:30]4[CH2:33][O:34][C:35]([C@:37]([OH:40])([CH2:38][CH3:39])[C:29]=4[CH:28]=[C:27]3[C:23]=2[N:22]=[C:21]2[C:16]=1[CH:17]=[C:18]([OH:41])[CH:19]=[CH:20]2)=[O:36]. The yield is 0.670. (7) The reactants are Cl.[CH3:2][O:3][C:4](=[O:13])[C:5]1[CH:10]=[CH:9][C:8]([CH2:11][NH2:12])=[CH:7][CH:6]=1.CCN(C(C)C)C(C)C.Cl.[N:24]1([C:29](N)=[NH:30])C=CC=N1. The catalyst is CN(C=O)C. The product is [CH3:2][O:3][C:4](=[O:13])[C:5]1[CH:10]=[CH:9][C:8]([CH2:11][NH:12][C:29]([NH2:30])=[NH:24])=[CH:7][CH:6]=1. The yield is 0.770.